Dataset: NCI-60 drug combinations with 297,098 pairs across 59 cell lines. Task: Regression. Given two drug SMILES strings and cell line genomic features, predict the synergy score measuring deviation from expected non-interaction effect. (1) Drug 1: CN1C2=C(C=C(C=C2)N(CCCl)CCCl)N=C1CCCC(=O)O.Cl. Drug 2: C1CNP(=O)(OC1)N(CCCl)CCCl. Cell line: CCRF-CEM. Synergy scores: CSS=-3.63, Synergy_ZIP=1.55, Synergy_Bliss=-0.413, Synergy_Loewe=-3.64, Synergy_HSA=-4.06. (2) Cell line: TK-10. Synergy scores: CSS=6.97, Synergy_ZIP=-3.67, Synergy_Bliss=-2.59, Synergy_Loewe=-0.339, Synergy_HSA=-0.387. Drug 1: CC1C(C(CC(O1)OC2CC(CC3=C2C(=C4C(=C3O)C(=O)C5=C(C4=O)C(=CC=C5)OC)O)(C(=O)CO)O)N)O.Cl. Drug 2: C(CC(=O)O)C(=O)CN.Cl. (3) Drug 1: CCCCCOC(=O)NC1=NC(=O)N(C=C1F)C2C(C(C(O2)C)O)O. Drug 2: CS(=O)(=O)OCCCCOS(=O)(=O)C. Cell line: SF-268. Synergy scores: CSS=-4.61, Synergy_ZIP=2.25, Synergy_Bliss=-0.223, Synergy_Loewe=-3.36, Synergy_HSA=-5.60. (4) Drug 1: CC12CCC3C(C1CCC2=O)CC(=C)C4=CC(=O)C=CC34C. Drug 2: C1CNP(=O)(OC1)N(CCCl)CCCl. Cell line: UO-31. Synergy scores: CSS=37.5, Synergy_ZIP=2.65, Synergy_Bliss=4.69, Synergy_Loewe=-8.99, Synergy_HSA=3.62. (5) Drug 1: CC1=C(C=C(C=C1)NC2=NC=CC(=N2)N(C)C3=CC4=NN(C(=C4C=C3)C)C)S(=O)(=O)N.Cl. Drug 2: CNC(=O)C1=CC=CC=C1SC2=CC3=C(C=C2)C(=NN3)C=CC4=CC=CC=N4. Cell line: OVCAR-4. Synergy scores: CSS=7.86, Synergy_ZIP=-1.74, Synergy_Bliss=1.46, Synergy_Loewe=1.15, Synergy_HSA=1.72. (6) Drug 1: CC1=CC2C(CCC3(C2CCC3(C(=O)C)OC(=O)C)C)C4(C1=CC(=O)CC4)C. Drug 2: C1C(C(OC1N2C=NC3=C(N=C(N=C32)Cl)N)CO)O. Cell line: SNB-75. Synergy scores: CSS=-5.85, Synergy_ZIP=3.22, Synergy_Bliss=0.144, Synergy_Loewe=-6.11, Synergy_HSA=-5.35. (7) Drug 1: CC1C(C(=O)NC(C(=O)N2CCCC2C(=O)N(CC(=O)N(C(C(=O)O1)C(C)C)C)C)C(C)C)NC(=O)C3=C4C(=C(C=C3)C)OC5=C(C(=O)C(=C(C5=N4)C(=O)NC6C(OC(=O)C(N(C(=O)CN(C(=O)C7CCCN7C(=O)C(NC6=O)C(C)C)C)C)C(C)C)C)N)C. Drug 2: CC1C(C(CC(O1)OC2CC(CC3=C2C(=C4C(=C3O)C(=O)C5=C(C4=O)C(=CC=C5)OC)O)(C(=O)CO)O)N)O.Cl. Cell line: SR. Synergy scores: CSS=70.4, Synergy_ZIP=1.86, Synergy_Bliss=-1.13, Synergy_Loewe=1.14, Synergy_HSA=3.08.